Predict which catalyst facilitates the given reaction. From a dataset of Catalyst prediction with 721,799 reactions and 888 catalyst types from USPTO. (1) Reactant: C([N:4]1[CH2:27][CH2:26][C:7]2[N:8]([CH2:16][C:17]([C:20]3[CH:25]=[CH:24][N:23]=[CH:22][CH:21]=3)([OH:19])[CH3:18])[C:9]3[CH:10]=[CH:11][C:12]([Cl:15])=[CH:13][C:14]=3[C:6]=2[CH2:5]1)C=C.CN1C(=O)CC(=O)N(C)C1=O. Product: [Cl:15][C:12]1[CH:11]=[CH:10][C:9]2[N:8]([CH2:16][C:17]([C:20]3[CH:25]=[CH:24][N:23]=[CH:22][CH:21]=3)([OH:19])[CH3:18])[C:7]3[CH2:26][CH2:27][NH:4][CH2:5][C:6]=3[C:14]=2[CH:13]=1. The catalyst class is: 532. (2) Reactant: [CH3:1][N:2]([CH3:16])[C:3]1([C:10]2[CH:15]=[CH:14][CH:13]=[CH:12][CH:11]=2)[CH2:8][CH2:7][CH:6]([NH2:9])[CH2:5][CH2:4]1.[Cl-].COC1N=C(OC)N=C([N+]2(C)CCOCC2)N=1.[NH:35]1[C:43]2[C:38](=[CH:39][CH:40]=[CH:41][CH:42]=2)[C:37]([CH2:44][C:45]([NH:47][C@H:48]([C:53](O)=[O:54])[CH2:49][CH:50]([CH3:52])[CH3:51])=[O:46])=[CH:36]1. Product: [CH3:1][N:2]([CH3:16])[C:3]1([C:10]2[CH:15]=[CH:14][CH:13]=[CH:12][CH:11]=2)[CH2:8][CH2:7][CH:6]([NH:9][C:53](=[O:54])[CH:48]([NH:47][C:45](=[O:46])[CH2:44][C:37]2[C:38]3[C:43](=[CH:42][CH:41]=[CH:40][CH:39]=3)[NH:35][CH:36]=2)[CH2:49][CH:50]([CH3:52])[CH3:51])[CH2:5][CH2:4]1. The catalyst class is: 5. (3) Reactant: [CH2:1]([N:3]1[C:8](=[O:9])[CH:7]=[C:6]([CH:10]=O)[N:5]([CH2:12][CH3:13])[C:4]1=[O:14])[CH3:2].[CH3:15][N:16]([CH3:18])[NH2:17]. Product: [CH3:15][N:16]([CH3:18])[N:17]=[CH:10][C:6]1[N:5]([CH2:12][CH3:13])[C:4](=[O:14])[N:3]([CH2:1][CH3:2])[C:8](=[O:9])[CH:7]=1. The catalyst class is: 3. (4) The catalyst class is: 50. Product: [F:1][C:2]1[CH:7]=[CH:6][C:5]([F:8])=[CH:4][C:3]=1[C:9]1[CH2:13][N:12]([C:14]([N:16]([C@H:17]2[CH2:22][CH2:21][NH:20][CH2:19][C@H:18]2[F:33])[CH3:34])=[O:15])[C@:11]([CH2:41][OH:42])([C:35]2[CH:40]=[CH:39][CH:38]=[CH:37][CH:36]=2)[CH:10]=1. Reactant: [F:1][C:2]1[CH:7]=[CH:6][C:5]([F:8])=[CH:4][C:3]=1[C:9]1[CH2:13][N:12]([C:14]([N:16]([CH3:34])[C@H:17]2[CH2:22][CH2:21][N:20](C(OCC3C=CC=CC=3)=O)[CH2:19][C@H:18]2[F:33])=[O:15])[C@:11]([CH2:41][OH:42])([C:35]2[CH:40]=[CH:39][CH:38]=[CH:37][CH:36]=2)[CH:10]=1.C1CC=CCC=1. (5) Reactant: [Br:1][C:2]1[S:3][C:4]([C:11]2[CH:16]=[CH:15][C:14]([C:17]([CH3:20])([CH3:19])[CH3:18])=[CH:13][CH:12]=2)=[C:5]([OH:10])[C:6]=1[C:7]([CH3:9])=O.[NH:21]([C:23](CC1C=CC(C([O-])=O)=CC=1)=[O:24])[NH2:22].[OH2:35].S([C:40]1[CH:46]=[CH:45][C:43]([CH3:44])=[CH:42][CH:41]=1)(O)(=O)=O.C(Cl)(Cl)Cl.[C:51](OCC)(=[O:53])C. Product: [Br:1][C:2]1[S:3][C:4]([C:11]2[CH:16]=[CH:15][C:14]([C:17]([CH3:20])([CH3:19])[CH3:18])=[CH:13][CH:12]=2)=[C:5]([OH:10])[C:6]=1[C:7](=[N:22][NH:21][C:23]([C:40]1[CH:46]=[CH:45][C:43]([C:44]([O:53][CH3:51])=[O:35])=[CH:42][CH:41]=1)=[O:24])[CH3:9]. The catalyst class is: 32. (6) Reactant: [F:1][C:2]([F:13])([C:6]1[CH:11]=[CH:10][C:9]([F:12])=[CH:8][N:7]=1)[C:3](O)=O.[NH2:14][C:15]1[C:23]([C:24]([F:27])([F:26])[F:25])=[CH:22][CH:21]=[CH:20][C:16]=1[C:17](O)=[O:18].P(OC1C=CC=CC=1)(OC1C=CC=CC=1)OC1C=CC=CC=1.Cl.[NH2:51]CCC(OCC)=O. Product: [F:1][C:2]([F:13])([C:6]1[CH:11]=[CH:10][C:9]([F:12])=[CH:8][N:7]=1)[C:3]1[N:51]=[C:17]([OH:18])[C:16]2[C:15](=[C:23]([C:24]([F:27])([F:26])[F:25])[CH:22]=[CH:21][CH:20]=2)[N:14]=1. The catalyst class is: 17. (7) Reactant: [Cl:1][C:2]1[CH:3]=[C:4]([S:8]([N:11]2[C:16]3[CH:17]=[C:18]([NH:21][C:22](=[O:31])[C:23]4[C:28]([Cl:29])=[CH:27][CH:26]=[CH:25][C:24]=4[Cl:30])[CH:19]=[CH:20][C:15]=3[O:14][C@@H:13]([CH2:32]OS(C3C=CC(C)=CC=3)(=O)=O)[CH2:12]2)(=[O:10])=[O:9])[CH:5]=[CH:6][CH:7]=1.[NH2:44][CH2:45][CH2:46][CH2:47][C:48]([OH:50])=O. Product: [Cl:30][C:24]1[CH:25]=[CH:26][CH:27]=[C:28]([Cl:29])[C:23]=1[C:22]([NH:21][C:18]1[CH:19]=[CH:20][C:15]2[O:14][C@@H:13]([CH2:32][N:44]3[CH2:45][CH2:46][CH2:47][C:48]3=[O:50])[CH2:12][N:11]([S:8]([C:4]3[CH:5]=[CH:6][CH:7]=[C:2]([Cl:1])[CH:3]=3)(=[O:10])=[O:9])[C:16]=2[CH:17]=1)=[O:31]. The catalyst class is: 60.